This data is from Forward reaction prediction with 1.9M reactions from USPTO patents (1976-2016). The task is: Predict the product of the given reaction. (1) Given the reactants [CH3:1][O:2][C:3]([N:5]1[C:11]2[CH:12]=[CH:13][C:14]([NH2:16])=[CH:15][C:10]=2[O:9][CH2:8][CH2:7][CH2:6]1)=[O:4].Cl[C:18]1[N:23]=[C:22]([NH:24][C:25]2[C:36]([F:37])=[CH:35][CH:34]=[CH:33][C:26]=2[C:27]([NH:29][CH2:30][C:31]#[CH:32])=[O:28])[C:21]([Cl:38])=[CH:20][N:19]=1, predict the reaction product. The product is: [CH3:1][O:2][C:3]([N:5]1[C:11]2[CH:12]=[CH:13][C:14]([NH:16][C:18]3[N:23]=[C:22]([NH:24][C:25]4[C:26]([C:27](=[O:28])[NH:29][CH2:30][C:31]#[CH:32])=[CH:33][CH:34]=[CH:35][C:36]=4[F:37])[C:21]([Cl:38])=[CH:20][N:19]=3)=[CH:15][C:10]=2[O:9][CH2:8][CH2:7][CH2:6]1)=[O:4]. (2) Given the reactants Br[C:2]1[CH:7]=[CH:6][N:5]=[C:4]([O:8][CH2:9][CH3:10])[CH:3]=1.[OH:11][CH2:12][C:13]1[CH:18]=[CH:17][C:16](B(O)O)=[CH:15][CH:14]=1.C(=O)([O-])[O-].[Na+].[Na+], predict the reaction product. The product is: [CH2:9]([O:8][C:4]1[CH:3]=[C:2]([C:16]2[CH:17]=[CH:18][C:13]([CH2:12][OH:11])=[CH:14][CH:15]=2)[CH:7]=[CH:6][N:5]=1)[CH3:10]. (3) Given the reactants [CH3:1][C:2]([CH3:40])([CH3:39])[C:3]([O:5][CH2:6][N:7]1[C:16](=[O:17])[C:15]2[C:10](=[CH:11][C:12]([CH3:37])=[C:13]([CH2:18][N:19]([CH2:34][C:35]#[CH:36])[C:20]3[CH:32]=[CH:31][C:23]([C:24]([O:26]C(C)(C)C)=[O:25])=[C:22]([F:33])[CH:21]=3)[CH:14]=2)[N:9]=[C:8]1[CH3:38])=[O:4].C(O)=O, predict the reaction product. The product is: [CH3:1][C:2]([CH3:40])([CH3:39])[C:3]([O:5][CH2:6][N:7]1[C:16](=[O:17])[C:15]2[C:10](=[CH:11][C:12]([CH3:37])=[C:13]([CH2:18][N:19]([CH2:34][C:35]#[CH:36])[C:20]3[CH:32]=[CH:31][C:23]([C:24]([OH:26])=[O:25])=[C:22]([F:33])[CH:21]=3)[CH:14]=2)[N:9]=[C:8]1[CH3:38])=[O:4].